From a dataset of Catalyst prediction with 721,799 reactions and 888 catalyst types from USPTO. Predict which catalyst facilitates the given reaction. Reactant: C[O:2][C:3](=[O:35])[CH2:4][O:5][C:6]1[CH:15]=[CH:14][C:13]([Cl:16])=[C:12]2[C:7]=1[C:8]([O:31][CH:32]([F:34])[F:33])=[C:9]([CH2:19][C:20]1[CH:25]=[CH:24][C:23]([C:26](=[O:30])[CH:27]([CH3:29])[CH3:28])=[CH:22][CH:21]=1)[C:10]([CH2:17][CH3:18])=[N:11]2.[OH-].[Li+]. Product: [Cl:16][C:13]1[CH:14]=[CH:15][C:6]([O:5][CH2:4][C:3]([OH:35])=[O:2])=[C:7]2[C:12]=1[N:11]=[C:10]([CH2:17][CH3:18])[C:9]([CH2:19][C:20]1[CH:21]=[CH:22][C:23]([C:26](=[O:30])[CH:27]([CH3:29])[CH3:28])=[CH:24][CH:25]=1)=[C:8]2[O:31][CH:32]([F:34])[F:33]. The catalyst class is: 30.